This data is from Full USPTO retrosynthesis dataset with 1.9M reactions from patents (1976-2016). The task is: Predict the reactants needed to synthesize the given product. The reactants are: [NH2:1][C:2]1[N:11]=[C:10]([C:12]([N:14]2[CH2:22][C:21]3[C:16](=[CH:17][CH:18]=[CH:19][CH:20]=3)[CH2:15]2)=[O:13])[C:9]2[C:4](=[CH:5][CH:6]=[C:7]([C:23]3[CH:30]=[C:29]([F:31])[CH:28]=[CH:27][C:24]=3C=O)[CH:8]=2)[N:3]=1.[CH2:32]([NH:34][CH2:35][CH2:36][OH:37])[CH3:33].[C:38](O)(=O)C.C(O[BH-](OC(=O)C)OC(=O)C)(=O)C.[Na+]. Given the product [NH2:1][C:2]1[N:11]=[C:10]([C:12]([N:14]2[CH2:22][C:21]3[C:16](=[CH:17][CH:18]=[CH:19][CH:20]=3)[CH2:15]2)=[O:13])[C:9]2[C:4](=[CH:5][CH:6]=[C:7]([C:23]3[CH:30]=[C:29]([F:31])[CH:28]=[CH:27][C:24]=3[CH2:38][N:34]([CH2:32][CH3:33])[CH2:35][CH2:36][OH:37])[CH:8]=2)[N:3]=1, predict the reactants needed to synthesize it.